Dataset: Catalyst prediction with 721,799 reactions and 888 catalyst types from USPTO. Task: Predict which catalyst facilitates the given reaction. (1) Reactant: [N+:1]([C:4]1[CH:14]=[CH:13][C:7]([O:8][CH2:9][C:10]([OH:12])=O)=[CH:6][CH:5]=1)([O-:3])=[O:2].Cl.C(N(CC)CC)C.[C:23](=[N:26]O)([NH2:25])[CH3:24].CCN=C=NCCCN(C)C.Cl.Cl.C(N(C(C)C)CC)(C)C. Product: [CH3:24][C:23]1[N:26]=[C:10]([CH2:9][O:8][C:7]2[CH:6]=[CH:5][C:4]([N+:1]([O-:3])=[O:2])=[CH:14][CH:13]=2)[O:12][N:25]=1. The catalyst class is: 1. (2) Reactant: [CH2:1]([NH2:8])[C:2]1[CH:7]=[CH:6][CH:5]=[CH:4][CH:3]=1.[Br:9][C:10]1[CH:15]=[CH:14][CH:13]=[CH:12][C:11]=1[O:16][CH2:17][CH2:18]Cl. Product: [CH2:1]([NH:8][CH2:18][CH2:17][O:16][C:11]1[CH:12]=[CH:13][CH:14]=[CH:15][C:10]=1[Br:9])[C:2]1[CH:7]=[CH:6][CH:5]=[CH:4][CH:3]=1. The catalyst class is: 2. (3) Reactant: [F:1][C:2]1[CH:3]=[N:4][CH:5]=[CH:6][C:7]=1[CH:8]([OH:10])[CH3:9]. Product: [F:1][C:2]1[CH:3]=[N:4][CH:5]=[CH:6][C:7]=1[C:8](=[O:10])[CH3:9]. The catalyst class is: 784. (4) Reactant: [CH3:1][O:2][CH2:3][C:4]1[CH:9]=[C:8](C2ON=C(C3C=C(CC(O)=O)C=CC=3)N=2)[CH:7]=[CH:6][C:5]=1[C:25]1[CH:30]=[CH:29][CH:28]=[CH:27][C:26]=1[CH3:31].CCN(C(C)C)[CH:35]([CH3:37])[CH3:36].CN([C:44]([O:48][N:49]1N=N[C:51]2[CH:52]=[CH:53][CH:54]=[N:55][C:50]1=2)=[N+](C)C)C.F[P-](F)(F)(F)(F)F.Cl.[CH3:66][O:67][C:68](=[O:72])CNC.[CH3:73][N:74]([CH:76]=[O:77])[CH3:75]. Product: [CH3:1][O:2][CH2:3][C:4]1[CH:9]=[C:8]([C:44]2[O:48][N:49]=[C:50]([C:51]3[CH:52]=[C:53]([CH2:54][C:76]([N:74]([CH3:75])[CH2:73][C:68]([O:67][CH3:66])=[O:72])=[O:77])[CH:36]=[CH:35][CH:37]=3)[N:55]=2)[CH:7]=[CH:6][C:5]=1[C:25]1[CH:30]=[CH:29][CH:28]=[CH:27][C:26]=1[CH3:31]. The catalyst class is: 25. (5) Reactant: [CH2:1]([N:8]1[C:16]2[C:11](=[CH:12][C:13]([N:17]3[CH:21]=[CH:20][CH:19]=[CH:18]3)=[CH:14][CH:15]=2)[C:10]([C:22]2[CH:27]=[CH:26][CH:25]=[CH:24][CH:23]=2)=[C:9]1[C:28](O)=[O:29])[C:2]1[CH:7]=[CH:6][CH:5]=[CH:4][CH:3]=1.Cl.C([O:34][C:35](=[O:42])[C@H:36]([CH2:38][CH:39]([CH3:41])[CH3:40])[NH2:37])C. Product: [CH2:1]([N:8]1[C:16]2[C:11](=[CH:12][C:13]([N:17]3[CH:18]=[CH:19][CH:20]=[CH:21]3)=[CH:14][CH:15]=2)[C:10]([C:22]2[CH:23]=[CH:24][CH:25]=[CH:26][CH:27]=2)=[C:9]1[C:28]([NH:37][C@H:36]([C:35]([OH:34])=[O:42])[CH2:38][CH:39]([CH3:40])[CH3:41])=[O:29])[C:2]1[CH:3]=[CH:4][CH:5]=[CH:6][CH:7]=1. The catalyst class is: 6. (6) Reactant: C([O:3][C:4](=[O:27])[CH2:5][CH:6]1[O:10][B:9]([OH:11])[C:8]2[CH:12]=[C:13]([O:17][C:18]3[CH:23]=[CH:22][N:21]=[C:20]([N:24]([CH3:26])[CH3:25])[N:19]=3)[CH:14]=[C:15]([CH3:16])[C:7]1=2)C.[OH-].[Li+].Cl. Product: [CH3:26][N:24]([CH3:25])[C:20]1[N:19]=[C:18]([O:17][C:13]2[CH:14]=[C:15]([CH3:16])[C:7]3[CH:6]([CH2:5][C:4]([OH:27])=[O:3])[O:10][B:9]([OH:11])[C:8]=3[CH:12]=2)[CH:23]=[CH:22][N:21]=1. The catalyst class is: 20. (7) Reactant: [CH2:1](O)[C:2]#[CH:3].[C:5]([OH:13])(=[O:12])[C:6]1[CH:11]=[CH:10][CH:9]=[CH:8][CH:7]=1.OS(O)(=O)=O. The catalyst class is: 11. Product: [C:5]([O:13][CH2:3][C:2]#[CH:1])(=[O:12])[C:6]1[CH:11]=[CH:10][CH:9]=[CH:8][CH:7]=1. (8) Reactant: C([O:3][C:4](=[O:39])[CH2:5][CH2:6][C:7]1[CH:12]=[CH:11][C:10]([O:13][C:14]2[CH:19]=[C:18]([O:20][C:21]3[CH:26]=[CH:25][C:24]([C:27]([F:30])([F:29])[F:28])=[CH:23][C:22]=3[C:31]3[CH:36]=[CH:35][CH:34]=[CH:33][N:32]=3)[CH:17]=[C:16]([CH3:37])[CH:15]=2)=[CH:9][C:8]=1[CH3:38])C.[OH-].[Na+].Cl. Product: [CH3:38][C:8]1[CH:9]=[C:10]([O:13][C:14]2[CH:19]=[C:18]([O:20][C:21]3[CH:26]=[CH:25][C:24]([C:27]([F:29])([F:30])[F:28])=[CH:23][C:22]=3[C:31]3[CH:36]=[CH:35][CH:34]=[CH:33][N:32]=3)[CH:17]=[C:16]([CH3:37])[CH:15]=2)[CH:11]=[CH:12][C:7]=1[CH2:6][CH2:5][C:4]([OH:39])=[O:3]. The catalyst class is: 40. (9) Reactant: [CH3:1][O:2][C:3]1[CH:8]=[CH:7][C:6]([S:9](Cl)(=[O:11])=[O:10])=[C:5]([N+:13]([O-:15])=[O:14])[CH:4]=1.C(N(CC)CC)C.[CH2:23]([CH2:25][NH2:26])[OH:24].C([O-])([O-])=O.[Na+].[Na+]. Product: [OH:24][CH2:23][CH2:25][NH:26][S:9]([C:6]1[CH:7]=[CH:8][C:3]([O:2][CH3:1])=[CH:4][C:5]=1[N+:13]([O-:15])=[O:14])(=[O:11])=[O:10]. The catalyst class is: 34.